Dataset: Catalyst prediction with 721,799 reactions and 888 catalyst types from USPTO. Task: Predict which catalyst facilitates the given reaction. Reactant: [O:1]=[C:2]1[NH:16][C:15](=[O:17])[C:4]2([CH2:7][N:6](C(OC(C)(C)C)=O)[CH2:5]2)[NH:3]1.[ClH:18]. Product: [CH2:5]1[C:4]2([C:15](=[O:17])[NH:16][C:2](=[O:1])[NH:3]2)[CH2:7][NH:6]1.[ClH:18]. The catalyst class is: 12.